This data is from Reaction yield outcomes from USPTO patents with 853,638 reactions. The task is: Predict the reaction yield, written as a fraction of the theoretical maximum amount of product (1.0 means a 100% yield; for example, 0.34 means a 34% yield). (1) The reactants are [O-:1][CH2:2][CH3:3].[Na+].Cl[C:6]1[N:11]=[C:10]([NH2:12])[CH:9]=[CH:8][CH:7]=1. The catalyst is C(O)C. The product is [CH2:2]([O:1][C:6]1[N:11]=[C:10]([NH2:12])[CH:9]=[CH:8][CH:7]=1)[CH3:3]. The yield is 0.360. (2) The reactants are [F-].C([N+](CCCC)(CCCC)CCCC)CCC.[Si]([O:26][C@@H:27]([CH2:40][CH2:41][CH3:42])[C@H:28]([N:30]1[CH:38]=[N:37][C:36]2[C:31]1=[N:32][CH:33]=[N:34][C:35]=2[NH2:39])[CH3:29])(C(C)(C)C)(C)C.C(OCC)(=O)C.CC(C)=O. The product is [NH2:39][C:35]1[N:34]=[CH:33][N:32]=[C:31]2[C:36]=1[N:37]=[CH:38][N:30]2[C@@H:28]([C@@H:27]([OH:26])[CH2:40][CH2:41][CH3:42])[CH3:29]. The catalyst is O1CCCC1.C(OCC)(=O)C. The yield is 0.680. (3) The reactants are O[CH2:2][C:3]1[CH:10]=[CH:9][C:6]([CH:7]=[O:8])=[CH:5][CH:4]=1.[NH2:11][C:12]1[CH:17]=[CH:16][CH:15]=[CH:14][N:13]=1.C(O)(=O)C.C(O[BH-](OC(=O)C)OC(=O)C)(=O)C.[Na+]. The catalyst is C1COCC1. The product is [N:13]1[CH:14]=[CH:15][CH:16]=[CH:17][C:12]=1[NH:11][CH2:2][C:3]1[CH:10]=[CH:9][C:6]([CH2:7][OH:8])=[CH:5][CH:4]=1. The yield is 0.740. (4) The reactants are [CH:1]([C:4]1[CH:5]=[C:6]([CH:10]=[C:11]([CH:15]([CH3:17])[CH3:16])[C:12]=1[O:13][CH3:14])[C:7]([OH:9])=O)([CH3:3])[CH3:2].C(Cl)(=O)C(Cl)=O.[Sn](Cl)(Cl)(Cl)Cl.[Br:29][C:30]1[CH:43]=[CH:42][CH:41]=[CH:40][C:31]=1[CH2:32][C:33]1[O:34][C:35]([CH3:39])=[C:36]([CH3:38])[CH:37]=1. The catalyst is CN(C)C=O.C(Cl)Cl. The product is [Br:29][C:30]1[CH:43]=[CH:42][CH:41]=[CH:40][C:31]=1[CH2:32][C:33]1[O:34][C:35]([CH3:39])=[C:36]([CH3:38])[C:37]=1[C:7]([C:6]1[CH:10]=[C:11]([CH:15]([CH3:17])[CH3:16])[C:12]([O:13][CH3:14])=[C:4]([CH:1]([CH3:2])[CH3:3])[CH:5]=1)=[O:9]. The yield is 0.490. (5) The reactants are [CH3:1][C:2]1[NH:6][C:5]2[C:7]([C:17]([O:19]C)=[O:18])=[CH:8][C:9]([N:11]3[CH2:16][CH2:15][O:14][CH2:13][CH2:12]3)=[CH:10][C:4]=2[N:3]=1.Br[CH2:22][C:23]1[C:31]2[S:30][CH:29]=[CH:28][C:27]=2[CH:26]=[CH:25][CH:24]=1.C(=O)([O-])[O-].[K+].[K+].[OH-].[Li+].Cl. The catalyst is CN(C)C=O.O1CCCC1.O. The product is [S:30]1[C:31]2[C:23]([CH2:22][N:3]3[C:4]4[CH:10]=[C:9]([N:11]5[CH2:12][CH2:13][O:14][CH2:15][CH2:16]5)[CH:8]=[C:7]([C:17]([OH:19])=[O:18])[C:5]=4[N:6]=[C:2]3[CH3:1])=[CH:24][CH:25]=[CH:26][C:27]=2[CH:28]=[CH:29]1. The yield is 0.0942. (6) No catalyst specified. The product is [Cl:1][C:2]1[CH:6]=[N:5][N:4]([CH3:7])[C:3]=1[C:8]1[CH:9]=[C:10]([NH:16][C:26]([NH:25][C:22]2[CH:21]=[CH:20][C:19]([C:18]([F:17])([F:28])[F:29])=[CH:24][CH:23]=2)=[O:27])[CH:11]=[CH:12][C:13]=1[O:14][CH3:15]. The yield is 0.150. The reactants are [Cl:1][C:2]1[CH:6]=[N:5][N:4]([CH3:7])[C:3]=1[C:8]1[CH:9]=[C:10]([NH2:16])[CH:11]=[CH:12][C:13]=1[O:14][CH3:15].[F:17][C:18]([F:29])([F:28])[C:19]1[CH:24]=[CH:23][C:22]([N:25]=[C:26]=[O:27])=[CH:21][CH:20]=1. (7) The reactants are Cl.Cl.[Cl:3][C:4]1[CH:19]=[CH:18][C:7]([CH2:8][O:9][CH2:10][C:11]2([NH2:17])[CH2:16][CH2:15][NH:14][CH2:13][CH2:12]2)=[CH:6][CH:5]=1.Cl[C:21]1[C:22]2[CH:29]=[CH:28][NH:27][C:23]=2[N:24]=[CH:25][N:26]=1.C(N(CC)CC)C. The catalyst is C(O)CCC. The product is [Cl:3][C:4]1[CH:5]=[CH:6][C:7]([CH2:8][O:9][CH2:10][C:11]2([NH2:17])[CH2:16][CH2:15][N:14]([C:21]3[C:22]4[CH:29]=[CH:28][NH:27][C:23]=4[N:24]=[CH:25][N:26]=3)[CH2:13][CH2:12]2)=[CH:18][CH:19]=1. The yield is 0.780. (8) The reactants are N(C(OCC)=O)=NC(OCC)=O.[Cl:13][C:14]1[C:23]2[C:18](=[CH:19][C:20]([OH:26])=[C:21]([O:24][CH3:25])[CH:22]=2)[N:17]=[CH:16][N:15]=1.C1(P(C2C=CC=CC=2)C2C=CC=CC=2)C=CC=CC=1.[CH3:46][N:47]([CH2:51][CH2:52]O)[CH2:48][C:49]#[CH:50]. The catalyst is C(Cl)Cl. The product is [Cl:13][C:14]1[C:23]2[C:18](=[CH:19][C:20]([O:26][CH2:52][CH2:51][N:47]([CH3:46])[CH2:48][C:49]#[CH:50])=[C:21]([O:24][CH3:25])[CH:22]=2)[N:17]=[CH:16][N:15]=1. The yield is 0.780. (9) The reactants are [CH3:1][CH:2]1[N:15]2[C:6]([CH2:7][O:8][C:9]3[C:14]2=[CH:13][C:12]([NH:16][C:17]2([CH3:21])[CH2:20][NH:19][CH2:18]2)=[C:11]([C:22]2[CH:27]=[CH:26][CH:25]=[CH:24][CH:23]=2)[CH:10]=3)=[N:5][NH:4][C:3]1=[O:28].C=O.[BH3-][C:32]#N.[Na+]. The catalyst is CO.CC(O)=O. The product is [CH3:32][N:19]1[CH2:20][C:17]([NH:16][C:12]2[CH:13]=[C:14]3[C:9](=[CH:10][C:11]=2[C:22]2[CH:23]=[CH:24][CH:25]=[CH:26][CH:27]=2)[O:8][CH2:7][C:6]2[N:15]3[CH:2]([CH3:1])[C:3](=[O:28])[NH:4][N:5]=2)([CH3:21])[CH2:18]1. The yield is 0.780. (10) The reactants are [CH:1]1[C:13]2[NH:12][C:11]3[C:6](=[CH:7][CH:8]=[CH:9][CH:10]=3)[C:5]=2[CH:4]=[CH:3][CH:2]=1.[H-].[Na+].[CH3:16][O:17][C:18](=[O:27])[C:19]1[CH:24]=[CH:23][C:22]([CH2:25]Br)=[CH:21][CH:20]=1. The catalyst is CN(C=O)C.[I-].[K+]. The product is [CH3:16][O:17][C:18](=[O:27])[C:19]1[CH:24]=[CH:23][C:22]([CH2:25][N:12]2[C:11]3[CH:10]=[CH:9][CH:8]=[CH:7][C:6]=3[C:5]3[C:13]2=[CH:1][CH:2]=[CH:3][CH:4]=3)=[CH:21][CH:20]=1. The yield is 0.500.